From a dataset of Full USPTO retrosynthesis dataset with 1.9M reactions from patents (1976-2016). Predict the reactants needed to synthesize the given product. (1) Given the product [C:8]([C:7]1[C:2]([N:1]=[CH:22][N:23]([CH3:25])[CH3:24])=[N:3][C:4]([C:10]([F:19])([F:18])[C:11]([F:16])([F:17])[C:12]([F:13])([F:14])[F:15])=[N:5][CH:6]=1)#[N:9], predict the reactants needed to synthesize it. The reactants are: [NH2:1][C:2]1[C:7]([C:8]#[N:9])=[CH:6][N:5]=[C:4]([C:10]([F:19])([F:18])[C:11]([F:17])([F:16])[C:12]([F:15])([F:14])[F:13])[N:3]=1.CO[CH:22](OC)[N:23]([CH3:25])[CH3:24]. (2) Given the product [NH2:8][C:9]1[N:10]=[C:11]([C:26]2[CH:31]=[CH:30][CH:29]=[CH:28][CH:27]=2)[C:12]([C:16]2[CH:17]=[CH:18][C:19](=[O:25])[N:20]([CH:22]([CH3:24])[CH3:23])[N:21]=2)=[N:13][C:14]=1[C:33]#[C:32][C:34]1[N:38]([CH3:39])[CH:37]=[N:36][CH:35]=1, predict the reactants needed to synthesize it. The reactants are: C(N(CC)CC)C.[NH2:8][C:9]1[N:10]=[C:11]([C:26]2[CH:31]=[CH:30][CH:29]=[CH:28][CH:27]=2)[C:12]([C:16]2[CH:17]=[CH:18][C:19](=[O:25])[N:20]([CH:22]([CH3:24])[CH3:23])[N:21]=2)=[N:13][C:14]=1Br.[C:32]([C:34]1[N:38]([CH3:39])[CH:37]=[N:36][CH:35]=1)#[CH:33].O.